From a dataset of Peptide-MHC class II binding affinity with 134,281 pairs from IEDB. Regression. Given a peptide amino acid sequence and an MHC pseudo amino acid sequence, predict their binding affinity value. This is MHC class II binding data. The peptide sequence is DKANLEIMTKR. The MHC is DRB1_0401 with pseudo-sequence DRB1_0401. The binding affinity (normalized) is 0.